This data is from Peptide-MHC class I binding affinity with 185,985 pairs from IEDB/IMGT. The task is: Regression. Given a peptide amino acid sequence and an MHC pseudo amino acid sequence, predict their binding affinity value. This is MHC class I binding data. (1) The binding affinity (normalized) is 0.102. The MHC is HLA-B51:01 with pseudo-sequence HLA-B51:01. The peptide sequence is LPLTSLVITY. (2) The peptide sequence is HSIKRNYPY. The MHC is HLA-A01:01 with pseudo-sequence HLA-A01:01. The binding affinity (normalized) is 0.633. (3) The peptide sequence is VPWQEKTAS. The MHC is HLA-B07:02 with pseudo-sequence HLA-B07:02. The binding affinity (normalized) is 0.199. (4) The peptide sequence is VMRGKFGKK. The MHC is HLA-A03:01 with pseudo-sequence HLA-A03:01. The binding affinity (normalized) is 0.648. (5) The peptide sequence is ILQDRIRMY. The MHC is HLA-A69:01 with pseudo-sequence HLA-A69:01. The binding affinity (normalized) is 0.0847. (6) The peptide sequence is SLYNTVATL. The MHC is HLA-A24:02 with pseudo-sequence HLA-A24:02. The binding affinity (normalized) is 0.132. (7) The binding affinity (normalized) is 0.567. The MHC is HLA-A26:01 with pseudo-sequence HLA-A26:01. The peptide sequence is NVHTWTEQY.